Dataset: HIV replication inhibition screening data with 41,000+ compounds from the AIDS Antiviral Screen. Task: Binary Classification. Given a drug SMILES string, predict its activity (active/inactive) in a high-throughput screening assay against a specified biological target. The compound is CCC(=O)NC(OCC1(CC)COC1)(C(F)(F)F)C(F)(F)F. The result is 0 (inactive).